From a dataset of Full USPTO retrosynthesis dataset with 1.9M reactions from patents (1976-2016). Predict the reactants needed to synthesize the given product. (1) The reactants are: [C:1]([C:3]1[CH:4]=[C:5]([S:9]([NH:12][CH2:13][CH:14]([C:35]2[CH:40]=[CH:39][CH:38]=[CH:37][CH:36]=2)[CH2:15][CH2:16][N:17]2[C@H:22]3[CH2:23][CH2:24][C@@H:18]2[CH2:19][CH:20]([N:25]2[C:29]4[CH:30]=[CH:31][CH:32]=[CH:33][C:28]=4[N:27]=[C:26]2[CH3:34])[CH2:21]3)(=[O:11])=[O:10])[CH:6]=[CH:7][CH:8]=1)#[N:2].OO.NC(N)=[O:45].C([O-])([O-])=O.[K+].[K+]. Given the product [CH3:34][C:26]1[N:25]([CH:20]2[CH2:19][C@H:18]3[N:17]([CH2:16][CH2:15][CH:14]([C:35]4[CH:36]=[CH:37][CH:38]=[CH:39][CH:40]=4)[CH2:13][NH:12][S:9]([C:5]4[CH:4]=[C:3]([CH:8]=[CH:7][CH:6]=4)[C:1]([NH2:2])=[O:45])(=[O:10])=[O:11])[C@H:22]([CH2:23][CH2:24]3)[CH2:21]2)[C:29]2[CH:30]=[CH:31][CH:32]=[CH:33][C:28]=2[N:27]=1, predict the reactants needed to synthesize it. (2) Given the product [CH2:20]([C:19]([C:16]1[CH:17]=[CH:18][C:13]([C:10]2[CH:11]=[CH:12][C:7]([CH2:6][C:5]([OH:41])=[O:4])=[C:8]([F:40])[CH:9]=2)=[C:14]([CH3:39])[CH:15]=1)([C:22]1[CH:27]=[CH:26][C:25]([O:28][CH2:29][CH:30]([OH:35])[C:31]([CH3:33])([CH3:34])[CH3:32])=[C:24]([CH3:36])[CH:23]=1)[CH2:37][CH3:38])[CH3:21], predict the reactants needed to synthesize it. The reactants are: [OH-].[Na+].C[O:4][C:5](=[O:41])[CH2:6][C:7]1[CH:12]=[CH:11][C:10]([C:13]2[CH:18]=[CH:17][C:16]([C:19]([CH2:37][CH3:38])([C:22]3[CH:27]=[CH:26][C:25]([O:28][CH2:29][CH:30]([OH:35])[C:31]([CH3:34])([CH3:33])[CH3:32])=[C:24]([CH3:36])[CH:23]=3)[CH2:20][CH3:21])=[CH:15][C:14]=2[CH3:39])=[CH:9][C:8]=1[F:40].Cl. (3) Given the product [CH3:33][C:29]1([CH2:28][O:27][CH2:26][CH2:25][CH2:24][O:23][C:22]2[CH:34]=[CH:35][C:19]([C:36]([OH:38])=[O:37])=[CH:20][CH:21]=2)[CH2:32][O:31][CH2:30]1, predict the reactants needed to synthesize it. The reactants are: BrC1C=CC(OCCCO)=CC=1.C([Li])CCC.Br[C:19]1[CH:35]=[CH:34][C:22]([O:23][CH2:24][CH2:25][CH2:26][O:27][CH2:28][C:29]2([CH3:33])[CH2:32][O:31][CH2:30]2)=[CH:21][CH:20]=1.[C:36](=[O:38])=[O:37]. (4) Given the product [CH3:2][C:3]1([CH3:26])[CH2:12][CH2:11][C:10]([CH3:13])([CH3:14])[C:9]2[CH:8]=[C:7]([C:15]3[N:19]=[C:18]([CH:20]4[CH2:25][CH2:24][N:23]([CH2:32][CH2:31][CH2:30][CH2:29][CH2:28][OH:27])[CH2:22][CH2:21]4)[O:17][N:16]=3)[CH:6]=[CH:5][C:4]1=2, predict the reactants needed to synthesize it. The reactants are: Cl.[CH3:2][C:3]1([CH3:26])[CH2:12][CH2:11][C:10]([CH3:14])([CH3:13])[C:9]2[CH:8]=[C:7]([C:15]3[N:19]=[C:18]([CH:20]4[CH2:25][CH2:24][NH:23][CH2:22][CH2:21]4)[O:17][N:16]=3)[CH:6]=[CH:5][C:4]1=2.[OH:27][CH2:28][CH2:29][CH2:30][CH2:31][CH:32]=O.